Task: Predict the product of the given reaction.. Dataset: Forward reaction prediction with 1.9M reactions from USPTO patents (1976-2016) (1) Given the reactants Cl.[CH3:2][O:3][C:4]1[CH:5]=[C:6]([N:18]2[C:26](=[O:27])[C:25]3[C:20](=[CH:21][CH:22]=[C:23]([O:28][C:29]4[CH:34]=CC=CC=4)[CH:24]=3)[C:19]2=[O:35])[CH:7]=[CH:8][C:9]=1[O:10][CH2:11][CH2:12][N:13]1[CH2:17][CH2:16][CH2:15][CH2:14]1.[CH:36]1(N=C=N)[CH2:41]CCC[CH2:37]1.CN(C=O)C, predict the reaction product. The product is: [CH3:2][O:3][C:4]1[CH:5]=[C:6]([N:18]2[C:26](=[O:27])[C:25]3[C:20](=[CH:21][CH:22]=[C:23]([O:28][CH2:29][CH:34]=[C:36]([CH3:41])[CH3:37])[CH:24]=3)[C:19]2=[O:35])[CH:7]=[CH:8][C:9]=1[O:10][CH2:11][CH2:12][N:13]1[CH2:17][CH2:16][CH2:15][CH2:14]1. (2) The product is: [CH2:15]1[C:16]2[C:2]3[CH:3]=[CH:4][CH:5]=[CH:6][C:1]=3[NH:7][C:17]=2[CH2:18][CH2:19][N:14]1[C:9]([O:11][CH2:12][CH3:13])=[O:10]. Given the reactants [C:1]1([NH:7]N)[CH:6]=[CH:5][CH:4]=[CH:3][CH:2]=1.[C:9]([N:14]1[CH2:19][CH2:18][C:17](=O)[CH2:16][CH2:15]1)([O:11][CH2:12][CH3:13])=[O:10], predict the reaction product. (3) Given the reactants [I:1][CH2:2][C:3](O[C:3](=[O:4])[CH2:2][I:1])=[O:4].[C:10]([NH:17][CH2:18][CH2:19][O:20][CH2:21][CH2:22][O:23][CH2:24][CH2:25][NH2:26])([O:12][C:13]([CH3:16])([CH3:15])[CH3:14])=[O:11].C(OCC)(=O)C.CO, predict the reaction product. The product is: [I:1][CH2:2][C:3]([NH:26][CH2:25][CH2:24][O:23][CH2:22][CH2:21][O:20][CH2:19][CH2:18][NH:17][C:10](=[O:11])[O:12][C:13]([CH3:16])([CH3:15])[CH3:14])=[O:4]. (4) Given the reactants Cl.CCO.C(OC([N:12]1[CH2:17][CH2:16][CH:15]([N:18]2[C:22]([CH3:23])=[C:21]([C:24]3[CH:33]=[N:32][C:31]4[C:26](=[C:27]([C:34]5[CH:39]=[C:38]([F:40])[C:37]([CH2:41][N:42]6[CH2:47][CH2:46][O:45][CH2:44][CH2:43]6)=[C:36]([F:48])[CH:35]=5)[CH:28]=[CH:29][CH:30]=4)[N:25]=3)[CH:20]=[N:19]2)[CH2:14][CH2:13]1)=O)(C)(C)C, predict the reaction product. The product is: [F:40][C:38]1[CH:39]=[C:34]([C:27]2[CH:28]=[CH:29][CH:30]=[C:31]3[C:26]=2[N:25]=[C:24]([C:21]2[CH:20]=[N:19][N:18]([CH:15]4[CH2:16][CH2:17][NH:12][CH2:13][CH2:14]4)[C:22]=2[CH3:23])[CH:33]=[N:32]3)[CH:35]=[C:36]([F:48])[C:37]=1[CH2:41][N:42]1[CH2:47][CH2:46][O:45][CH2:44][CH2:43]1. (5) Given the reactants [N+]([O:4][C@H:5]([CH2:12][O:13][N+]([O-])=O)[CH2:6][CH2:7][CH2:8][C:9](O)=[O:10])([O-])=O.[N+:17]([O:20][C@@H:21]([CH3:28])[CH2:22][CH2:23][CH2:24][C:25]([OH:27])=[O:26])([O-:19])=[O:18], predict the reaction product. The product is: [N+:17]([O:20][C@@H:21]([CH3:28])[CH2:22][CH2:23][CH2:24][C:25]([O:27][C@@H:8]1[CH2:9][O:10][C@@H:6]2[C@H:5]([OH:4])[CH2:12][O:13][C@H:7]12)=[O:26])([O-:19])=[O:18]. (6) Given the reactants [NH2:1][C:2]1[N:6]([C:7]2[CH:8]=[C:9]([OH:13])[CH:10]=[CH:11][CH:12]=2)[N:5]=[C:4]([C:14]([CH3:17])([CH3:16])[CH3:15])[CH:3]=1.Cl[CH2:19][CH2:20][CH2:21][OH:22].C(=O)([O-])[O-].[K+].[K+].[I-].[Na+], predict the reaction product. The product is: [NH2:1][C:2]1[N:6]([C:7]2[CH:8]=[C:9]([CH:10]=[CH:11][CH:12]=2)[O:13][CH2:19][CH2:20][CH2:21][OH:22])[N:5]=[C:4]([C:14]([CH3:17])([CH3:16])[CH3:15])[CH:3]=1. (7) Given the reactants [NH2:1][C:2]1[C:7]([O:8][CH2:9][C:10]2[CH:15]=[CH:14][CH:13]=[CH:12][CH:11]=2)=[CH:6][CH:5]=[CH:4][N:3]=1.[N+:16]([CH2:18][C:19]([O:21][CH3:22])=[O:20])#[C-:17].Cl(O)(=O)(=O)=O, predict the reaction product. The product is: [CH3:22][O:21][C:19](=[O:20])[CH2:18][NH:16][C:17]1[N:3]2[CH:4]=[CH:5][CH:6]=[C:7]([O:8][CH2:9][C:10]3[CH:11]=[CH:12][CH:13]=[CH:14][CH:15]=3)[C:2]2=[N:1][C:9]=1[CH:10]1[CH2:15][CH2:14][CH2:13][CH2:12][CH2:11]1. (8) Given the reactants Br[C:2]1[CH:7]=[C:6]([F:8])[CH:5]=[CH:4][C:3]=1[C:9]1[O:10][CH2:11][C:12]([CH3:15])([CH3:14])[N:13]=1.CON(C)[C:19](=[O:31])[CH2:20][CH2:21][N:22]([CH3:30])[C:23](=[O:29])[O:24][C:25]([CH3:28])([CH3:27])[CH3:26].Cl, predict the reaction product. The product is: [CH3:14][C:12]1([CH3:15])[CH2:11][O:10][C:9]([C:3]2[CH:4]=[CH:5][C:6]([F:8])=[CH:7][C:2]=2[C:19](=[O:31])[CH2:20][CH2:21][N:22]([CH3:30])[C:23](=[O:29])[O:24][C:25]([CH3:26])([CH3:27])[CH3:28])=[N:13]1. (9) Given the reactants [Br:1][C:2]1[CH:3]=[C:4]2[C:9](=[CH:10][CH:11]=1)[N:8]=[CH:7][C:6](I)=[C:5]2[Cl:13].[CH3:14][C:15]1[C:19](B(O)O)=[C:18]([CH3:23])S[N:16]=1.C(=O)([O-])[O-:25].[K+].[K+], predict the reaction product. The product is: [Br:1][C:2]1[CH:3]=[C:4]2[C:9](=[CH:10][CH:11]=1)[N:8]=[CH:7][C:6]([C:19]1[C:15]([CH3:14])=[N:16][O:25][C:18]=1[CH3:23])=[C:5]2[Cl:13].